Dataset: Full USPTO retrosynthesis dataset with 1.9M reactions from patents (1976-2016). Task: Predict the reactants needed to synthesize the given product. (1) Given the product [NH2:25][C:20]1[CH:21]=[CH:22][C:23](=[O:24])[N:18]([C:15]([CH3:16])([CH3:17])[CH2:14][O:13][C:7]2[C:6]3[C:11](=[CH:12][C:3]([O:2][CH3:1])=[CH:4][CH:5]=3)[N:10]=[CH:9][CH:8]=2)[CH:19]=1, predict the reactants needed to synthesize it. The reactants are: [CH3:1][O:2][C:3]1[CH:12]=[C:11]2[C:6]([C:7]([O:13][CH2:14][C:15]([N:18]3[C:23](=[O:24])[CH:22]=[CH:21][C:20]([NH:25]C(=O)OC(C)(C)C)=[CH:19]3)([CH3:17])[CH3:16])=[CH:8][CH:9]=[N:10]2)=[CH:5][CH:4]=1.C(O)(C(F)(F)F)=O. (2) Given the product [CH3:31][C:16]1[C:15]2[C:19](=[CH:20][CH:21]=[CH:22][C:14]=2[NH:13][C:11]([C:8]2[N:5]3[CH:6]=[CH:7][C:2]([C:37]4[CH:36]=[CH:35][C:34](=[O:48])[N:33]([CH3:32])[CH:38]=4)=[CH:3][C:4]3=[N:10][CH:9]=2)=[O:12])[N:18]([CH2:23][C:24]2[CH:29]=[CH:28][CH:27]=[C:26]([CH3:30])[N:25]=2)[N:17]=1, predict the reactants needed to synthesize it. The reactants are: Br[C:2]1[CH:7]=[CH:6][N:5]2[C:8]([C:11]([NH:13][C:14]3[CH:22]=[CH:21][CH:20]=[C:19]4[C:15]=3[C:16]([CH3:31])=[N:17][N:18]4[CH2:23][C:24]3[CH:29]=[CH:28][CH:27]=[C:26]([CH3:30])[N:25]=3)=[O:12])=[CH:9][N:10]=[C:4]2[CH:3]=1.[CH3:32][N:33]1[CH:38]=[C:37](B2OC(C)(C)C(C)(C)O2)[CH:36]=[CH:35][C:34]1=[O:48].C(=O)([O-])[O-].[Na+].[Na+]. (3) Given the product [Br:12][C:9]1[CH:10]=[CH:11][C:6]2[NH:5][C:4](=[O:15])[N:14]3[N:22]=[CH:16][N:18]=[C:13]3[C:7]=2[CH:8]=1, predict the reactants needed to synthesize it. The reactants are: C(O[C:4](=[O:15])[NH:5][C:6]1[CH:11]=[CH:10][C:9]([Br:12])=[CH:8][C:7]=1[C:13]#[N:14])C.[CH:16]([NH:18]N)=O.O.C[N:22]1C(=O)CCC1. (4) Given the product [CH3:5][O:4][N:3]([CH3:2])[C:28]([CH:25]1[CH2:24][CH2:23][N:22]([C:20]([O:19][C:15]([CH3:16])([CH3:17])[CH3:18])=[O:21])[CH2:27][CH2:26]1)=[O:30], predict the reactants needed to synthesize it. The reactants are: Cl.[CH3:2][NH:3][O:4][CH3:5].C(N(C(C)C)CC)(C)C.[C:15]([O:19][C:20]([N:22]1[CH2:27][CH2:26][CH:25]([C:28]([OH:30])=O)[CH2:24][CH2:23]1)=[O:21])([CH3:18])([CH3:17])[CH3:16]. (5) Given the product [C:18]([NH:17][C:13]1[CH:12]=[C:11]([CH:8]2[CH2:9][CH2:10][N:5]([CH2:4][CH2:3][C@H:2]([NH:1][C:29](=[O:36])[C:30]3[CH:35]=[CH:34][CH:33]=[CH:32][CH:31]=3)[C:23]3[CH:24]=[CH:25][CH:26]=[CH:27][CH:28]=3)[CH2:6][CH2:7]2)[CH:16]=[CH:15][CH:14]=1)(=[O:22])[CH:19]([CH3:21])[CH3:20], predict the reactants needed to synthesize it. The reactants are: [NH2:1][C@H:2]([C:23]1[CH:28]=[CH:27][CH:26]=[CH:25][CH:24]=1)[CH2:3][CH2:4][N:5]1[CH2:10][CH2:9][CH:8]([C:11]2[CH:12]=[C:13]([NH:17][C:18](=[O:22])[CH:19]([CH3:21])[CH3:20])[CH:14]=[CH:15][CH:16]=2)[CH2:7][CH2:6]1.[C:29](Cl)(=[O:36])[C:30]1[CH:35]=[CH:34][CH:33]=[CH:32][CH:31]=1. (6) Given the product [CH3:3][N:2]([CH2:4][C:5]1[CH:6]=[C:7]([NH:11][C:13]2[CH:14]=[C:15]([NH:19][CH2:20][CH3:21])[N:16]=[CH:17][N:18]=2)[CH:8]=[CH:9][CH:10]=1)[CH3:1], predict the reactants needed to synthesize it. The reactants are: [CH3:1][N:2]([CH2:4][C:5]1[CH:6]=[C:7]([NH2:11])[CH:8]=[CH:9][CH:10]=1)[CH3:3].Cl[C:13]1[N:18]=[CH:17][N:16]=[C:15]([NH:19][CH2:20][CH3:21])[CH:14]=1. (7) Given the product [Cl:27][C:21]1[CH:22]=[C:23]([Cl:26])[CH:24]=[CH:25][C:20]=1[C:18]1[N:19]=[C:15]([CH2:14][C:11]2[CH:12]=[CH:13][C:8]([C:5]3[CH:6]=[CH:7][C:2]([N:46]4[CH2:47][CH2:48][N:43]([CH3:42])[CH2:44][CH2:45]4)=[CH:3][CH:4]=3)=[CH:9][CH:10]=2)[N:16]([C:28]2[CH:33]=[CH:32][C:31]([N:34]3[S:38](=[O:40])(=[O:39])[NH:37][C:36](=[O:41])[CH2:35]3)=[CH:30][CH:29]=2)[CH:17]=1, predict the reactants needed to synthesize it. The reactants are: Br[C:2]1[CH:7]=[CH:6][C:5]([C:8]2[CH:13]=[CH:12][C:11]([CH2:14][C:15]3[N:16]([C:28]4[CH:33]=[CH:32][C:31]([N:34]5[S:38](=[O:40])(=[O:39])[NH:37][C:36](=[O:41])[CH2:35]5)=[CH:30][CH:29]=4)[CH:17]=[C:18]([C:20]4[CH:25]=[CH:24][C:23]([Cl:26])=[CH:22][C:21]=4[Cl:27])[N:19]=3)=[CH:10][CH:9]=2)=[CH:4][CH:3]=1.[CH3:42][N:43]1[CH2:48][CH2:47][NH:46][CH2:45][CH2:44]1.